This data is from Full USPTO retrosynthesis dataset with 1.9M reactions from patents (1976-2016). The task is: Predict the reactants needed to synthesize the given product. Given the product [CH3:23][S:24]([NH:2][CH2:3][C:4]1[CH:5]=[C:6]2[C:10](=[CH:11][CH:12]=1)[C:9](=[O:13])[N:8]([CH2:14][C:15]([O:17][C:18]([CH3:19])([CH3:21])[CH3:20])=[O:16])[C:7]2=[O:22])(=[O:26])=[O:25], predict the reactants needed to synthesize it. The reactants are: Cl.[NH2:2][CH2:3][C:4]1[CH:5]=[C:6]2[C:10](=[CH:11][CH:12]=1)[C:9](=[O:13])[N:8]([CH2:14][C:15]([O:17][C:18]([CH3:21])([CH3:20])[CH3:19])=[O:16])[C:7]2=[O:22].[CH3:23][S:24](Cl)(=[O:26])=[O:25].